From a dataset of Full USPTO retrosynthesis dataset with 1.9M reactions from patents (1976-2016). Predict the reactants needed to synthesize the given product. (1) The reactants are: [OH:1][CH:2]1[CH2:7][CH2:6][NH:5][CH2:4][CH2:3]1.[C:8]([O:12][C:13](=O)[O:14]C(C)(C)C)([CH3:11])([CH3:10])[CH3:9]. Given the product [OH:1][CH:2]1[CH2:7][CH2:6][N:5]([C:13]([O:12][C:8]([CH3:11])([CH3:10])[CH3:9])=[O:14])[CH2:4][CH2:3]1, predict the reactants needed to synthesize it. (2) Given the product [CH2:1]([S:3][C:4]1[CH:12]=[CH:11][C:10]([S:13]([CH3:16])(=[O:15])=[O:14])=[CH:9][C:5]=1[C:6]([N:62]1[CH2:63][CH2:64][N:59]([C:50]2[C:49]([F:48])=[CH:54][C:53]([C:55]([F:58])([F:57])[F:56])=[CH:52][N:51]=2)[CH2:60][CH2:61]1)=[O:8])[CH3:2], predict the reactants needed to synthesize it. The reactants are: [CH2:1]([S:3][C:4]1[CH:12]=[CH:11][C:10]([S:13]([CH3:16])(=[O:15])=[O:14])=[CH:9][C:5]=1[C:6]([OH:8])=O)[CH3:2].CN(C(ON1N=NC2C=CC=CC1=2)=[N+](C)C)C.[B-](F)(F)(F)F.C(N(C(C)C)C(C)C)C.[F:48][C:49]1[C:50]([N:59]2[CH2:64][CH2:63][NH:62][CH2:61][CH2:60]2)=[N:51][CH:52]=[C:53]([C:55]([F:58])([F:57])[F:56])[CH:54]=1. (3) Given the product [CH3:26][NH:28][C:14]([C:6]1[NH:5][C:13]2[C:8]([CH:7]=1)=[CH:9][CH:10]=[CH:11][CH:12]=2)=[O:16], predict the reactants needed to synthesize it. The reactants are: C(Cl)CCl.[NH:5]1[C:13]2[C:8](=[CH:9][CH:10]=[CH:11][CH:12]=2)[CH:7]=[C:6]1[C:14]([OH:16])=O.CN.C(O)C.C1C=CC2N(O)N=[N:28][C:26]=2C=1.CCN(C(C)C)C(C)C. (4) The reactants are: [NH:1]1[C:9]2[C:4](=[CH:5][CH:6]=[CH:7][CH:8]=2)[C:3]([OH:10])=[N:2]1.[C:11](Cl)(Cl)=[O:12].[CH3:15][CH:16]1[CH2:21][CH2:20][NH:19][CH2:18][CH2:17]1. Given the product [CH3:15][CH:16]1[CH2:21][CH2:20][N:19]([C:11]([O:10][C:3]2[C:4]3[C:9](=[CH:8][CH:7]=[CH:6][CH:5]=3)[NH:1][N:2]=2)=[O:12])[CH2:18][CH2:17]1, predict the reactants needed to synthesize it. (5) Given the product [OH:22][CH:23]([CH2:25][N:26]1[CH2:31][CH2:30][O:29][CH2:28][CH2:27]1)[CH2:24][N:1]1[CH2:2][CH2:3][C:4]2([O:11][C:10]3[C:12]4[C:17]([C:18](=[O:21])[C:19](=[O:20])[C:9]=3[S:8][CH2:7]2)=[CH:16][CH:15]=[CH:14][CH:13]=4)[CH2:5][CH2:6]1, predict the reactants needed to synthesize it. The reactants are: [NH:1]1[CH2:6][CH2:5][C:4]2([O:11][C:10]3[C:12]4[C:17]([C:18](=[O:21])[C:19](=[O:20])[C:9]=3[S:8][CH2:7]2)=[CH:16][CH:15]=[CH:14][CH:13]=4)[CH2:3][CH2:2]1.[O:22]1[CH2:24][CH:23]1[CH2:25][N:26]1[CH2:31][CH2:30][O:29][CH2:28][CH2:27]1. (6) Given the product [CH2:1]=[O:2].[NH2:3][C:4]([NH2:6])=[O:2].[CH2:1]=[O:2].[N:3]1[C:10]([NH2:11])=[N:9][C:7]([NH2:8])=[N:6][C:4]=1[NH2:5], predict the reactants needed to synthesize it. The reactants are: [CH2:1]=[O:2].[N:3]1[C:10]([NH2:11])=[N:9][C:7]([NH2:8])=[N:6][C:4]=1[NH2:5]. (7) Given the product [C:8]([C:12]1[CH:17]=[CH:16][C:15](/[C:18](/[C:22]2[CH:27]=[CH:26][C:25]([Cl:28])=[C:24]([O:29][CH3:30])[N:23]=2)=[CH:19]\[CH2:20][NH:21][C:1](=[O:3])[CH3:2])=[CH:14][CH:13]=1)([CH3:11])([CH3:9])[CH3:10], predict the reactants needed to synthesize it. The reactants are: [C:1](OC(=O)C)(=[O:3])[CH3:2].[C:8]([C:12]1[CH:17]=[CH:16][C:15](/[C:18](/[C:22]2[CH:27]=[CH:26][C:25]([Cl:28])=[C:24]([O:29][CH3:30])[N:23]=2)=[CH:19]\[CH2:20][NH2:21])=[CH:14][CH:13]=1)([CH3:11])([CH3:10])[CH3:9].Cl.